Regression. Given two drug SMILES strings and cell line genomic features, predict the synergy score measuring deviation from expected non-interaction effect. From a dataset of NCI-60 drug combinations with 297,098 pairs across 59 cell lines. (1) Drug 1: CC(C1=C(C=CC(=C1Cl)F)Cl)OC2=C(N=CC(=C2)C3=CN(N=C3)C4CCNCC4)N. Drug 2: CS(=O)(=O)OCCCCOS(=O)(=O)C. Cell line: SF-268. Synergy scores: CSS=13.8, Synergy_ZIP=-3.32, Synergy_Bliss=-0.385, Synergy_Loewe=-6.73, Synergy_HSA=-3.92. (2) Drug 1: C1CN1P(=S)(N2CC2)N3CC3. Drug 2: CC1=C(C(CCC1)(C)C)C=CC(=CC=CC(=CC(=O)O)C)C. Cell line: K-562. Synergy scores: CSS=31.7, Synergy_ZIP=-3.46, Synergy_Bliss=-7.51, Synergy_Loewe=-11.0, Synergy_HSA=-5.56.